From a dataset of Forward reaction prediction with 1.9M reactions from USPTO patents (1976-2016). Predict the product of the given reaction. (1) Given the reactants C([O:8][C:9]1[CH:14]=[CH:13][C:12]([C:15]2[N:19]([CH3:20])[N:18]=[N:17][N:16]=2)=[CH:11][CH:10]=1)C1C=CC=CC=1.C(O)=O, predict the reaction product. The product is: [CH3:20][N:19]1[C:15]([C:12]2[CH:13]=[CH:14][C:9]([OH:8])=[CH:10][CH:11]=2)=[N:16][N:17]=[N:18]1. (2) Given the reactants [Cl:1][C:2]1[NH:6][C:5]2[CH:7]=[C:8]([Cl:16])[C:9]([O:11][C:12]([F:15])([F:14])[F:13])=[CH:10][C:4]=2[N:3]=1.C([O-])([O-])=O.[K+].[K+].[CH3:23][N:24]([CH3:29])[S:25](Cl)(=[O:27])=[O:26], predict the reaction product. The product is: [CH3:23][N:24]([CH3:29])[S:25]([N:6]1[C:5]2[CH:7]=[C:8]([Cl:16])[C:9]([O:11][C:12]([F:15])([F:14])[F:13])=[CH:10][C:4]=2[N:3]=[C:2]1[Cl:1])(=[O:27])=[O:26]. (3) The product is: [CH3:3][C:4]1[C:9]([O:10][C:11]2[C:16]([S:17][C:18]3[CH:23]=[CH:22][N:21]=[C:20]4[CH:24]=[CH:25][S:26][C:19]=34)=[CH:15][N:14]=[C:13]([NH:27][C:28]3[S:29][CH:30]=[C:31]([CH:33]4[CH2:38][CH2:37][N:36]([C:46](=[O:48])[CH3:47])[CH2:35][CH2:34]4)[N:32]=3)[CH:12]=2)=[CH:8][CH:7]=[CH:6][N:5]=1. Given the reactants Cl.Cl.[CH3:3][C:4]1[C:9]([O:10][C:11]2[C:16]([S:17][C:18]3[CH:23]=[CH:22][N:21]=[C:20]4[CH:24]=[CH:25][S:26][C:19]=34)=[CH:15][N:14]=[C:13]([NH:27][C:28]3[S:29][CH:30]=[C:31]([CH:33]4[CH2:38][CH2:37][NH:36][CH2:35][CH2:34]4)[N:32]=3)[CH:12]=2)=[CH:8][CH:7]=[CH:6][N:5]=1.C(N(CC)CC)C.[C:46](OC(=O)C)(=[O:48])[CH3:47].C(=O)(O)[O-].[Na+], predict the reaction product. (4) Given the reactants C([O:8][C:9](=[O:25])[C:10]([C:13]1[N:14](CC2C=CC=CC=2)[CH:15]=[CH:16][N:17]=1)([CH3:12])[CH3:11])C1C=CC=CC=1, predict the reaction product. The product is: [NH:14]1[CH:15]=[CH:16][N:17]=[C:13]1[C:10]([CH3:12])([CH3:11])[C:9]([OH:25])=[O:8]. (5) Given the reactants [NH2:1][C@H:2]1[CH2:7][CH2:6][C@H:5]([CH:8]([NH:22][S:23]([C:26]2[CH:31]=[CH:30][CH:29]=[CH:28][C:27]=2[N+:32]([O-:34])=[O:33])(=[O:25])=[O:24])[CH2:9][N:10]2[C:19]3[C:14](=[CH:15][CH:16]=[C:17]([F:20])[CH:18]=3)[N:13]=[CH:12][C:11]2=[O:21])[CH2:4][CH2:3]1.FC(F)(F)C(O)=O.C(N(C(C)C)CC)(C)C.[O:51]=[C:52]1[CH2:57][O:56][C:55]2[CH:58]=[CH:59][C:60]([CH:62]=O)=[N:61][C:54]=2[NH:53]1.C(O[BH-](OC(=O)C)OC(=O)C)(=O)C.[Na+], predict the reaction product. The product is: [F:20][C:17]1[CH:18]=[C:19]2[C:14]([N:13]=[CH:12][C:11](=[O:21])[N:10]2[CH2:9][CH:8]([NH:22][S:23]([C:26]2[CH:31]=[CH:30][CH:29]=[CH:28][C:27]=2[N+:32]([O-:34])=[O:33])(=[O:25])=[O:24])[C@H:5]2[CH2:6][CH2:7][C@H:2]([NH:1][CH2:62][C:60]3[CH:59]=[CH:58][C:55]4[O:56][CH2:57][C:52](=[O:51])[NH:53][C:54]=4[N:61]=3)[CH2:3][CH2:4]2)=[CH:15][CH:16]=1. (6) Given the reactants [C:1]([C:3]1[CH:4]=[C:5]([C:12]([O:14][CH3:15])=[O:13])[C:6]([CH:9]([F:11])[F:10])=[N:7][CH:8]=1)#[N:2].[ClH:16].[H][H].[CH3:19]CO, predict the reaction product. The product is: [ClH:16].[NH2:2][CH2:1][C:3]1[CH:4]=[C:5]([C:12]([O:14][CH2:15][CH3:19])=[O:13])[C:6]([CH:9]([F:11])[F:10])=[N:7][CH:8]=1. (7) Given the reactants [F:1][C:2]1[CH:7]=[CH:6][C:5]([N:8]2[C:16]3[C:11](=[CH:12][C:13]([O:17][C@@H:18]([C:22]4[CH:27]=[CH:26][CH:25]=[CH:24][CH:23]=4)[C@H:19]([NH2:21])[CH3:20])=[CH:14][CH:15]=3)[CH:10]=[N:9]2)=[CH:4][CH:3]=1.[Cl:28][C:29]([Cl:34])([Cl:33])[C:30](Cl)=[O:31], predict the reaction product. The product is: [Cl:28][C:29]([Cl:34])([Cl:33])[C:30]([NH:21][C@@H:19]([CH3:20])[C@H:18]([O:17][C:13]1[CH:12]=[C:11]2[C:16](=[CH:15][CH:14]=1)[N:8]([C:5]1[CH:4]=[CH:3][C:2]([F:1])=[CH:7][CH:6]=1)[N:9]=[CH:10]2)[C:22]1[CH:23]=[CH:24][CH:25]=[CH:26][CH:27]=1)=[O:31].